From a dataset of Forward reaction prediction with 1.9M reactions from USPTO patents (1976-2016). Predict the product of the given reaction. (1) Given the reactants C[Mg]Br.[CH3:4]COCC.[Cl:9][C:10]1[CH:11]=[CH:12][C:13]([O:28][CH2:29][C:30]2[CH:35]=[CH:34][CH:33]=[CH:32][CH:31]=2)=[C:14]([CH2:16][C:17]2[O:21][C:20]([C:22](N(C)OC)=[O:23])=[CH:19][CH:18]=2)[CH:15]=1, predict the reaction product. The product is: [Cl:9][C:10]1[CH:11]=[CH:12][C:13]([O:28][CH2:29][C:30]2[CH:31]=[CH:32][CH:33]=[CH:34][CH:35]=2)=[C:14]([CH2:16][C:17]2[O:21][C:20]([C:22](=[O:23])[CH3:4])=[CH:19][CH:18]=2)[CH:15]=1. (2) Given the reactants [CH3:1][O:2][C:3]([C:5]1[C:13]2[C:8](=[C:9]([CH3:15])[CH:10]=[CH:11][C:12]=2[F:14])[NH:7][CH:6]=1)=[O:4].[H-].[Na+].[F:18][C:19]([F:32])([F:31])[O:20][CH2:21][CH2:22]OS(C(F)(F)F)(=O)=O.[NH4+].[Cl-], predict the reaction product. The product is: [CH3:1][O:2][C:3]([C:5]1[C:13]2[C:8](=[C:9]([CH3:15])[CH:10]=[CH:11][C:12]=2[F:14])[N:7]([CH2:22][CH2:21][O:20][C:19]([F:32])([F:31])[F:18])[CH:6]=1)=[O:4]. (3) Given the reactants [C:1]([O:5][C:6](=[O:41])[NH:7][C@H:8]1[CH2:13][CH2:12][C@@H:11]([N:14]2[C:19](=[O:20])[C:18]3[CH:21]=[C:22]([F:25])[CH:23]=[N:24][C:17]=3[N:16]([C:26]3[CH:27]=[C:28]([C:32]4[CH:37]=[CH:36][C:35]([CH:38]=O)=[CH:34][CH:33]=4)[CH:29]=[CH:30][CH:31]=3)[C:15]2=[O:40])[CH2:10][CH2:9]1)([CH3:4])([CH3:3])[CH3:2].[CH:42]1([N:47]2[CH2:52][CH2:51][NH:50][CH2:49][CH2:48]2)[CH2:46][CH2:45][CH2:44][CH2:43]1, predict the reaction product. The product is: [CH:42]1([N:47]2[CH2:48][CH2:49][N:50]([CH2:38][C:35]3[CH:36]=[CH:37][C:32]([C:28]4[CH:29]=[CH:30][CH:31]=[C:26]([N:16]5[C:17]6[N:24]=[CH:23][C:22]([F:25])=[CH:21][C:18]=6[C:19](=[O:20])[N:14]([C@@H:11]6[CH2:10][CH2:9][C@H:8]([NH:7][C:6](=[O:41])[O:5][C:1]([CH3:2])([CH3:4])[CH3:3])[CH2:13][CH2:12]6)[C:15]5=[O:40])[CH:27]=4)=[CH:33][CH:34]=3)[CH2:51][CH2:52]2)[CH2:43][CH2:44][CH2:45][CH2:46]1. (4) Given the reactants [F:1][C:2]1[CH:7]=[C:6]([C:8]2[O:9][C:10]3[CH:16]=[C:15]([F:17])[CH:14]=[CH:13][C:11]=3[N:12]=2)[CH:5]=[CH:4][C:3]=1[C:18]([N:20]1[CH2:25][CH2:24][N:23](C(OC(C)(C)C)=O)[CH2:22][CH2:21]1)=[O:19].Cl, predict the reaction product. The product is: [F:1][C:2]1[CH:7]=[C:6]([C:8]2[O:9][C:10]3[CH:16]=[C:15]([F:17])[CH:14]=[CH:13][C:11]=3[N:12]=2)[CH:5]=[CH:4][C:3]=1[C:18]([N:20]1[CH2:25][CH2:24][NH:23][CH2:22][CH2:21]1)=[O:19]. (5) Given the reactants Cl[CH2:2][C:3]1[N:8]=[C:7]([C:9]([O:11][CH2:12][CH3:13])=[O:10])[CH:6]=[CH:5][CH:4]=1.[CH2:14]([NH:16][CH2:17][CH3:18])[CH3:15].C([O-])([O-])=O.[K+].[K+], predict the reaction product. The product is: [CH2:14]([N:16]([CH2:2][C:3]1[N:8]=[C:7]([C:9]([O:11][CH2:12][CH3:13])=[O:10])[CH:6]=[CH:5][CH:4]=1)[CH2:17][CH3:18])[CH3:15].